From a dataset of Forward reaction prediction with 1.9M reactions from USPTO patents (1976-2016). Predict the product of the given reaction. (1) Given the reactants [CH:1]1([CH2:7][OH:8])[CH2:6][CH2:5][CH2:4][CH2:3][CH2:2]1.O[C:10]1[CH:11]=[C:12]([CH:18]=[CH:19][CH:20]=1)[C:13]([O:15][CH2:16][CH3:17])=[O:14].C(P(CCCC)CCCC)CCC.C1CCN(C(N=NC(N2CCCCC2)=O)=O)CC1, predict the reaction product. The product is: [CH:1]1([CH2:7][O:8][C:10]2[CH:11]=[C:12]([CH:18]=[CH:19][CH:20]=2)[C:13]([O:15][CH2:16][CH3:17])=[O:14])[CH2:6][CH2:5][CH2:4][CH2:3][CH2:2]1. (2) Given the reactants [C:1]([O:4][C@@H:5]1[C@@H:10]([O:11][C:12](=[O:14])[CH3:13])[C@H:9]([O:15][C:16](=[O:18])[CH3:17])[C@@H:8]([CH2:19][O:20][C:21](=[O:23])[CH3:22])[O:7][C@H:6]1[O:24][C:25]1[C:29]([CH2:30][C:31]2[CH:36]=[CH:35][C:34]([O:37][CH2:38][CH2:39][CH2:40]OS(C)(=O)=O)=[CH:33][CH:32]=2)=[C:28]([CH:46]([CH3:48])[CH3:47])[NH:27][N:26]=1)(=[O:3])[CH3:2].[NH2:49][C:50]([CH3:58])([CH3:57])[C:51]([NH:53][CH2:54][CH2:55][OH:56])=[O:52].[I-].[Na+], predict the reaction product. The product is: [C:1]([O:4][C@@H:5]1[C@@H:10]([O:11][C:12](=[O:14])[CH3:13])[C@H:19]([O:20][C:21](=[O:23])[CH3:22])[C@@H:8]([CH2:9][O:15][C:16](=[O:18])[CH3:17])[O:7][C@H:6]1[O:24][C:25]1[C:29]([CH2:30][C:31]2[CH:36]=[CH:35][C:34]([O:37][CH2:38][CH2:39][CH2:40][NH:49][C:50]([C:51](=[O:52])[NH:53][CH2:54][CH2:55][OH:56])([CH3:58])[CH3:57])=[CH:33][CH:32]=2)=[C:28]([CH:46]([CH3:47])[CH3:48])[NH:27][N:26]=1)(=[O:3])[CH3:2].